This data is from Catalyst prediction with 721,799 reactions and 888 catalyst types from USPTO. The task is: Predict which catalyst facilitates the given reaction. Reactant: C(OC([NH:11][CH2:12][C:13]1[N:17]([CH2:18][C:19](OCC)=[O:20])[N:16]=[C:15]([C:24]2[CH:29]=[CH:28][CH:27]=[CH:26][N:25]=2)[N:14]=1)=O)C1C=CC=CC=1. Product: [N:25]1[CH:26]=[CH:27][CH:28]=[CH:29][C:24]=1[C:15]1[N:14]=[C:13]2[CH2:12][NH:11][C:19](=[O:20])[CH2:18][N:17]2[N:16]=1. The catalyst class is: 19.